Dataset: Full USPTO retrosynthesis dataset with 1.9M reactions from patents (1976-2016). Task: Predict the reactants needed to synthesize the given product. (1) Given the product [F:36][C:35]([F:38])([F:37])[S:32]([O:7][C:8]1[CH:9]=[C:10]([CH:22]=[CH:23][CH:24]=1)[O:11][C:12]1[CH:19]=[C:16]([C:17]#[N:18])[CH:15]=[C:14]([CH:13]=1)[C:20]#[N:21])(=[O:33])=[O:31], predict the reactants needed to synthesize it. The reactants are: C(=O)([O-])[O-].[K+].[K+].[OH:7][C:8]1[CH:9]=[C:10]([CH:22]=[CH:23][CH:24]=1)[O:11][C:12]1[CH:13]=[C:14]([C:20]#[N:21])[CH:15]=[C:16]([CH:19]=1)[C:17]#[N:18].CN1C([O:31][S:32]([C:35]([F:38])([F:37])[F:36])(=O)=[O:33])=CC(C(F)(F)F)=N1. (2) Given the product [OH:1][CH2:2][C:3]([CH3:29])([CH3:28])[CH2:4][NH:5][C:6]([C:8]1[C:12]([NH:13][C:14]([C:16]2[CH:21]=[CH:20][CH:19]=[CH:18][N:17]=2)=[O:15])=[CH:11][NH:10][N:9]=1)=[O:7], predict the reactants needed to synthesize it. The reactants are: [OH:1][CH2:2][C:3]([CH3:29])([CH3:28])[CH2:4][NH:5][C:6]([C:8]1[C:12]([NH:13][C:14]([C:16]2[CH:21]=[CH:20][CH:19]=[CH:18][N:17]=2)=[O:15])=[CH:11][N:10](C2CCCCO2)[N:9]=1)=[O:7].O.C1(C)C=CC(S(O)(=O)=O)=CC=1.C(=O)([O-])O.[Na+]. (3) Given the product [N:20]1[C:19]2[CH:23]=[C:24]([C:26]([NH2:28])=[O:27])[S:25][C:18]=2[CH:17]=[N:22][CH:21]=1, predict the reactants needed to synthesize it. The reactants are: FC(F)(F)C(O)=O.NCCC1CCN([C:17]2[C:18]3[S:25][C:24]([C:26]([NH2:28])=[O:27])=[CH:23][C:19]=3[N:20]=[CH:21][N:22]=2)CC1.C([O-])([O-])=O.[Na+].[Na+].C(SCC)(=S)C. (4) Given the product [Cl:1][CH2:2]/[C:3](/[O:12][CH2:15][CH2:16][CH3:17])=[CH:4]\[C:5]([O:7][CH2:8][CH:9]([CH3:10])[CH3:11])=[O:6], predict the reactants needed to synthesize it. The reactants are: [Cl:1][CH2:2][C:3](=[O:12])[CH2:4][C:5]([O:7][CH2:8][CH:9]([CH3:11])[CH3:10])=[O:6].C(OCCC)(OCCC)O[CH2:15][CH2:16][CH3:17].O=P12OP3(OP(OP(O3)(O1)=O)(=O)O2)=O. (5) Given the product [F:1][C:2]1[CH:7]=[CH:6][C:5]([O:8][CH3:9])=[C:4]([NH:10][C:11]([NH2:13])=[O:12])[CH:3]=1, predict the reactants needed to synthesize it. The reactants are: [F:1][C:2]1[CH:7]=[CH:6][C:5]([O:8][CH3:9])=[C:4]([N:10]=[C:11]=[O:12])[CH:3]=1.[NH3:13]. (6) Given the product [Cl:12][C:8]1[C:9]([CH3:11])=[CH:10][C:4]2[N:3]=[C:2]([N:24]3[CH2:25][CH2:26][N:21]([C:16]4[C:15]([C:14]([F:28])([F:13])[F:27])=[CH:20][CH:19]=[CH:18][N:17]=4)[CH2:22][CH2:23]3)[NH:6][C:5]=2[CH:7]=1, predict the reactants needed to synthesize it. The reactants are: Cl[C:2]1[NH:3][C:4]2[CH:10]=[C:9]([CH3:11])[C:8]([Cl:12])=[CH:7][C:5]=2[N:6]=1.[F:13][C:14]([F:28])([F:27])[C:15]1[C:16]([N:21]2[CH2:26][CH2:25][NH:24][CH2:23][CH2:22]2)=[N:17][CH:18]=[CH:19][CH:20]=1. (7) The reactants are: [CH2:1]([O:8][C:9]([N:11]1[CH2:15][CH2:14][CH2:13][C@H:12]1[C:16]([OH:18])=O)=[O:10])[C:2]1[CH:7]=[CH:6][CH:5]=[CH:4][CH:3]=1.C(Cl)(=O)C([Cl:22])=O. Given the product [Cl:22][C:16]([C@@H:12]1[CH2:13][CH2:14][CH2:15][N:11]1[C:9]([O:8][CH2:1][C:2]1[CH:7]=[CH:6][CH:5]=[CH:4][CH:3]=1)=[O:10])=[O:18], predict the reactants needed to synthesize it. (8) The reactants are: [CH3:1][N:2]1[CH2:15][CH2:14][C:5]2[NH:6][C:7]3[CH:8]=[CH:9][C:10]([CH3:13])=[CH:11][C:12]=3[C:4]=2[CH2:3]1.CS(O[CH2:21][C:22]1([C:25]2[CH:30]=[CH:29][N:28]=[CH:27][CH:26]=2)[CH2:24][CH2:23]1)(=O)=O.[OH-].[Na+]. Given the product [CH3:1][N:2]1[CH2:15][CH2:14][C:5]2[N:6]([CH2:21][C:22]3([C:25]4[CH:30]=[CH:29][N:28]=[CH:27][CH:26]=4)[CH2:24][CH2:23]3)[C:7]3[CH:8]=[CH:9][C:10]([CH3:13])=[CH:11][C:12]=3[C:4]=2[CH2:3]1, predict the reactants needed to synthesize it. (9) Given the product [ClH:16].[NH2:2][C@H:3]1[CH2:9][CH2:8][CH2:7][CH2:6][N:5]([C:10]2[CH:15]=[CH:14][C:13]([Cl:18])=[CH:12][CH:11]=2)[C:4]1=[O:17], predict the reactants needed to synthesize it. The reactants are: Cl.[NH2:2][C@H:3]1[CH2:9][CH2:8][CH2:7][CH2:6][N:5]([C:10]2[CH:15]=[CH:14][CH:13]=[C:12]([Cl:16])[CH:11]=2)[C:4]1=[O:17].[Cl:18]C1C=CC(B(O)O)=CC=1.